This data is from Full USPTO retrosynthesis dataset with 1.9M reactions from patents (1976-2016). The task is: Predict the reactants needed to synthesize the given product. (1) Given the product [Br:1][C:2]1[CH:3]=[C:4]2[C:8](=[C:9]([CH2:11][O:12][CH2:13][C:14]3([C:27]4[CH:28]=[CH:29][CH:30]=[CH:31][CH:32]=4)[CH2:15][CH2:16][NH:17][CH2:18][CH2:19]3)[CH:10]=1)[NH:7][N:6]=[CH:5]2, predict the reactants needed to synthesize it. The reactants are: [Br:1][C:2]1[CH:3]=[C:4]2[C:8](=[C:9]([CH2:11][O:12][CH2:13][C:14]3([C:27]4[CH:32]=[CH:31][CH:30]=[CH:29][CH:28]=4)[CH2:19][CH2:18][N:17](C(OC(C)(C)C)=O)[CH2:16][CH2:15]3)[CH:10]=1)[N:7](COCC[Si](C)(C)C)[N:6]=[CH:5]2. (2) The reactants are: [C:1]([O:5][C:6](=[O:23])[NH:7][C:8]1[CH:13]=[CH:12][CH:11]=[C:10]([O:14][C:15]2[CH:20]=[C:19]([C:21]#[N:22])[N:18]=[CH:17][N:16]=2)[CH:9]=1)([CH3:4])([CH3:3])[CH3:2].[N-:24]=[N+:25]=[N-:26].[Na+].[Cl-].[NH4+]. Given the product [NH:24]1[C:21]([C:19]2[N:18]=[CH:17][N:16]=[C:15]([O:14][C:10]3[CH:9]=[C:8]([NH:7][C:6](=[O:23])[O:5][C:1]([CH3:4])([CH3:2])[CH3:3])[CH:13]=[CH:12][CH:11]=3)[CH:20]=2)=[N:22][N:26]=[N:25]1, predict the reactants needed to synthesize it. (3) The reactants are: C1(C(C2C=CC=CC=2)[N:8]2[C:16]3[C:11](=[CH:12][C:13]([CH3:17])=[CH:14][CH:15]=3)[C:10]3([C:21]4=[CH:22][C:23]5[O:27][CH2:26][O:25][C:24]=5[CH:28]=[C:20]4[O:19][CH2:18]3)[C:9]2=[O:29])C=CC=CC=1. Given the product [CH3:17][C:13]1[CH:12]=[C:11]2[C:16](=[CH:15][CH:14]=1)[NH:8][C:9](=[O:29])[C:10]12[C:21]2=[CH:22][C:23]3[O:27][CH2:26][O:25][C:24]=3[CH:28]=[C:20]2[O:19][CH2:18]1, predict the reactants needed to synthesize it. (4) Given the product [NH2:1][C:2]1[N:10]=[CH:9][N:8]=[C:7]2[C:3]=1[N:4]([C:21]1[CH:26]=[CH:25][C:24]([O:27][C:28]3[CH:33]=[CH:32][CH:31]=[CH:30][CH:29]=3)=[CH:23][CH:22]=1)[C:5](=[O:20])[N:6]2[C:11]1[CH:12]=[C:13]([CH:17]=[CH:18][CH:19]=1)[C:14]([N:36]([O:37][CH3:38])[CH3:35])=[O:15], predict the reactants needed to synthesize it. The reactants are: [NH2:1][C:2]1[N:10]=[CH:9][N:8]=[C:7]2[C:3]=1[N:4]([C:21]1[CH:26]=[CH:25][C:24]([O:27][C:28]3[CH:33]=[CH:32][CH:31]=[CH:30][CH:29]=3)=[CH:23][CH:22]=1)[C:5](=[O:20])[N:6]2[C:11]1[CH:12]=[C:13]([CH:17]=[CH:18][CH:19]=1)[C:14](O)=[O:15].Cl.[CH3:35][NH:36][O:37][CH3:38].C1C=CC2N(O)N=NC=2C=1.CCN=C=NCCCN(C)C.CCN(C(C)C)C(C)C.